This data is from Forward reaction prediction with 1.9M reactions from USPTO patents (1976-2016). The task is: Predict the product of the given reaction. (1) Given the reactants [CH:1]1C=C[CH:4]=[CH:3][CH:2]=1.[Br:7][C:8]1[C:9](I)=[C:10]([CH3:23])[C:11]([C:21]#[N:22])=[C:12]2[C:16]=1[O:15][C:14]([C:17]([CH3:20])([CH3:19])[CH3:18])=[N:13]2.[OH2:25], predict the reaction product. The product is: [Br:7][C:8]1[C:9]([C:1]2[O:25][CH:4]=[CH:3][CH:2]=2)=[C:10]([CH3:23])[C:11]([C:21]#[N:22])=[C:12]2[C:16]=1[O:15][C:14]([C:17]([CH3:20])([CH3:19])[CH3:18])=[N:13]2. (2) Given the reactants [S:1](Cl)([C:4]1[CH:10]=[CH:9][C:7]([CH3:8])=[CH:6][CH:5]=1)(=[O:3])=[O:2].[Br:12][C:13]1[CH:14]=[C:15]([CH:19]=[CH:20][CH:21]=1)[CH2:16][CH2:17][NH2:18].CCN(CC)CC.CO, predict the reaction product. The product is: [Br:12][C:13]1[CH:14]=[C:15]([CH2:16][CH2:17][NH:18][S:1]([C:4]2[CH:10]=[CH:9][C:7]([CH3:8])=[CH:6][CH:5]=2)(=[O:3])=[O:2])[CH:19]=[CH:20][CH:21]=1. (3) Given the reactants [Cl:1][C:2]1[C:11]([NH:12][NH2:13])=[N:10][C:9]2[C:4](=[CH:5][CH:6]=[C:7]([Cl:14])[CH:8]=2)[N:3]=1.C(N(CC)CC)C.C1COCC1.[S:27]1[CH:31]=[CH:30][CH:29]=[C:28]1[CH2:32][C:33](Cl)=[O:34], predict the reaction product. The product is: [Cl:1][C:2]1[C:11]([NH:12][NH:13][C:33](=[O:34])[CH2:32][C:28]2[S:27][CH:31]=[CH:30][CH:29]=2)=[N:10][C:9]2[C:4]([N:3]=1)=[CH:5][CH:6]=[C:7]([Cl:14])[CH:8]=2. (4) Given the reactants [CH3:1][C:2]([S@@:5]([NH2:7])=[O:6])([CH3:4])[CH3:3].[Si:8]([O:15][CH2:16][CH:17]=O)([C:11]([CH3:14])([CH3:13])[CH3:12])([CH3:10])[CH3:9], predict the reaction product. The product is: [Si:8]([O:15][CH2:16]/[CH:17]=[N:7]/[S@:5]([C:2]([CH3:4])([CH3:3])[CH3:1])=[O:6])([C:11]([CH3:14])([CH3:13])[CH3:12])([CH3:10])[CH3:9]. (5) The product is: [Si:28]([O:1][CH2:2][C@H:3]1[O:7][C:6]([CH3:8])([CH3:9])[N:5]([C:10]([O:12][C:13]([CH3:15])([CH3:16])[CH3:14])=[O:11])[C@H:4]1[CH2:17][C:18]1[CH:19]=[CH:20][N:21]=[CH:22][CH:23]=1)([C:25]([CH3:27])([CH3:26])[CH3:24])([CH3:30])[CH3:29]. Given the reactants [OH:1][CH2:2][C@H:3]1[O:7][C:6]([CH3:9])([CH3:8])[N:5]([C:10]([O:12][C:13]([CH3:16])([CH3:15])[CH3:14])=[O:11])[C@H:4]1[CH2:17][C:18]1[CH:23]=[CH:22][N:21]=[CH:20][CH:19]=1.[CH3:24][C:25]([Si:28](Cl)([CH3:30])[CH3:29])([CH3:27])[CH3:26].N1C=CN=C1, predict the reaction product. (6) Given the reactants [H-].[Al+3].[Li+].[H-].[H-].[H-].[C:7]([CH2:9][C:10]1([NH:15][C:16](=[O:22])[O:17][C:18]([CH3:21])([CH3:20])[CH3:19])[CH2:14][CH2:13][CH2:12][CH2:11]1)#[N:8].S([O-])([O-])(=O)=O.[Na+].[Na+], predict the reaction product. The product is: [NH2:8][CH2:7][CH2:9][C:10]1([NH:15][C:16](=[O:22])[O:17][C:18]([CH3:20])([CH3:19])[CH3:21])[CH2:14][CH2:13][CH2:12][CH2:11]1. (7) Given the reactants [NH2:1][C:2]1[C:3]2[N:11]=[C:10]([C:12]3[CH:13]=[C:14]([CH:18]=[C:19]([F:21])[CH:20]=3)[C:15]([OH:17])=O)[CH:9]=[CH:8][C:4]=2[N:5]=[CH:6][N:7]=1.CCN(C(C)C)C(C)C.CN(C(ON1N=NC2C=CC=NC1=2)=[N+](C)C)C.F[P-](F)(F)(F)(F)F.[NH2:55][C:56]([CH3:60])([CH3:59])[CH2:57][OH:58].C(=O)(O)[O-].[Na+], predict the reaction product. The product is: [NH2:1][C:2]1[C:3]2[N:11]=[C:10]([C:12]3[CH:13]=[C:14]([CH:18]=[C:19]([F:21])[CH:20]=3)[C:15]([NH:55][C:56]([CH3:60])([CH3:59])[CH2:57][OH:58])=[O:17])[CH:9]=[CH:8][C:4]=2[N:5]=[CH:6][N:7]=1. (8) Given the reactants [CH2:1]([C:9]1[CH:14]=[CH:13][C:12]([N:15]2[CH2:19][CH2:18][CH:17]([OH:20])[CH2:16]2)=[CH:11][CH:10]=1)[CH2:2][CH2:3][CH2:4][CH2:5][CH2:6][CH2:7][CH3:8].N1C=CC=CC=1.C1CCC(N=C=NC2CCCCC2)CC1.C(O)(C(F)(F)F)=O, predict the reaction product. The product is: [CH2:1]([C:9]1[CH:10]=[CH:11][C:12]([N:15]2[CH2:19][CH2:18][C:17](=[O:20])[CH2:16]2)=[CH:13][CH:14]=1)[CH2:2][CH2:3][CH2:4][CH2:5][CH2:6][CH2:7][CH3:8]. (9) Given the reactants [CH3:1][N:2]1[C:6]2[CH:7]=[CH:8][C:9]([N:11]3[CH:16]=[C:15]([C:17](=[N:19][OH:20])[NH2:18])[C:14](=[O:21])[N:13]([CH2:22][C:23]4[CH:28]=[CH:27][CH:26]=[C:25]([C:29]([F:32])([F:31])[F:30])[C:24]=4[CH3:33])[C:12]3=[O:34])=[CH:10][C:5]=2[N:4]([CH3:35])[C:3]1=[O:36].N1C=CC=CC=1.Cl[C:44](OCC(C)C)=[O:45], predict the reaction product. The product is: [CH3:1][N:2]1[C:6]2[CH:7]=[CH:8][C:9]([N:11]3[CH:16]=[C:15]([C:17]4[NH:18][C:44](=[O:45])[O:20][N:19]=4)[C:14](=[O:21])[N:13]([CH2:22][C:23]4[CH:28]=[CH:27][CH:26]=[C:25]([C:29]([F:31])([F:32])[F:30])[C:24]=4[CH3:33])[C:12]3=[O:34])=[CH:10][C:5]=2[N:4]([CH3:35])[C:3]1=[O:36].